This data is from Catalyst prediction with 721,799 reactions and 888 catalyst types from USPTO. The task is: Predict which catalyst facilitates the given reaction. (1) Reactant: [F:1][C:2]1[C:15]2[O:14][C:13]3[C:8](=[CH:9][C:10]([C:16]4[C:17]([F:22])=[N:18][CH:19]=[CH:20][CH:21]=4)=[CH:11][CH:12]=3)[C@@:7]3([CH2:26][O:25][C:24]([NH2:27])=[N:23]3)[C:6]=2[CH:5]=[C:4](/[CH:28]=[CH:29]/[C:30]2([CH3:34])[CH2:33][O:32][CH2:31]2)[CH:3]=1. Product: [F:1][C:2]1[C:15]2[O:14][C:13]3[C:8](=[CH:9][C:10]([C:16]4[C:17]([F:22])=[N:18][CH:19]=[CH:20][CH:21]=4)=[CH:11][CH:12]=3)[C@@:7]3([CH2:26][O:25][C:24]([NH2:27])=[N:23]3)[C:6]=2[CH:5]=[C:4]([CH2:28][CH2:29][C:30]2([CH3:34])[CH2:31][O:32][CH2:33]2)[CH:3]=1. The catalyst class is: 256. (2) Reactant: [CH3:1][S:2]([C:5]1[CH:10]=[CH:9][C:8]([CH:11]([CH2:20][CH:21]2[CH2:25][CH2:24][CH2:23][CH:22]2[O:26]C2CCCCO2)[C:12]([NH:14][C:15]2[S:16][CH:17]=[CH:18][N:19]=2)=[O:13])=[CH:7][CH:6]=1)(=[O:4])=[O:3].C1(C)C=CC(S([O-])(=O)=O)=CC=1.[NH+]1C=CC=CC=1. Product: [OH:26][CH:22]1[CH2:23][CH2:24][CH2:25][CH:21]1[CH2:20][CH:11]([C:8]1[CH:7]=[CH:6][C:5]([S:2]([CH3:1])(=[O:4])=[O:3])=[CH:10][CH:9]=1)[C:12]([NH:14][C:15]1[S:16][CH:17]=[CH:18][N:19]=1)=[O:13]. The catalyst class is: 8. (3) Reactant: [NH2:1][CH:2]1[CH2:7][CH2:6][N:5]([C:8]2[CH:18]=[CH:17][C:11]([C:12]([O:14][CH2:15][CH3:16])=[O:13])=[CH:10][CH:9]=2)[CH2:4][CH2:3]1.CCN(CC)CC.[C:26](Cl)(=[O:33])[C:27]1[CH:32]=[CH:31][CH:30]=[CH:29][CH:28]=1. Product: [C:26]([NH:1][CH:2]1[CH2:7][CH2:6][N:5]([C:8]2[CH:18]=[CH:17][C:11]([C:12]([O:14][CH2:15][CH3:16])=[O:13])=[CH:10][CH:9]=2)[CH2:4][CH2:3]1)(=[O:33])[C:27]1[CH:32]=[CH:31][CH:30]=[CH:29][CH:28]=1. The catalyst class is: 2.